From a dataset of Forward reaction prediction with 1.9M reactions from USPTO patents (1976-2016). Predict the product of the given reaction. The product is: [C:12]1([CH:18]2[O:23][C@H:22]3[CH2:24][C@@H:25]([N:6]4[CH:7]=[C:2]([I:1])[C:3](=[O:9])[NH:4][C:5]4=[O:8])[CH2:26][O:27][C@@H:21]3[CH2:20][O:19]2)[CH:13]=[CH:14][CH:15]=[CH:16][CH:17]=1. Given the reactants [I:1][C:2]1[C:3](=[O:9])[NH:4][C:5](=[O:8])[NH:6][CH:7]=1.[H-].[Na+].[C:12]1([CH:18]2[O:23][C@H:22]3[CH2:24][C@H:25](OS(C4C=CC(C)=CC=4)(=O)=O)[CH2:26][O:27][C@@H:21]3[CH2:20][O:19]2)[CH:17]=[CH:16][CH:15]=[CH:14][CH:13]=1, predict the reaction product.